From a dataset of Reaction yield outcomes from USPTO patents with 853,638 reactions. Predict the reaction yield, written as a fraction of the theoretical maximum amount of product (1.0 means a 100% yield; for example, 0.34 means a 34% yield). The reactants are [Cl:1][C:2]1[CH:7]=[CH:6][C:5]([CH:8]([N:14]([C:23]2[CH:24]=[C:25]([CH3:33])[C:26]3[N:27]([C:29]([CH3:32])=[N:30][N:31]=3)[CH:28]=2)[C:15](=[O:22])[CH2:16][C:17]([CH:19]2[CH2:21][CH2:20]2)=[O:18])[C:9]([O:11]CC)=O)=[CH:4][CH:3]=1.[F-].[Cs+]. The catalyst is CN(C=O)C. The product is [Cl:1][C:2]1[CH:7]=[CH:6][C:5]([CH:8]2[N:14]([C:23]3[CH:24]=[C:25]([CH3:33])[C:26]4[N:27]([C:29]([CH3:32])=[N:30][N:31]=4)[CH:28]=3)[C:15](=[O:22])[CH:16]([C:17]([CH:19]3[CH2:21][CH2:20]3)=[O:18])[C:9]2=[O:11])=[CH:4][CH:3]=1. The yield is 0.180.